This data is from Microsomal clearance measurements from AstraZeneca. The task is: Regression/Classification. Given a drug SMILES string, predict its absorption, distribution, metabolism, or excretion properties. Task type varies by dataset: regression for continuous measurements (e.g., permeability, clearance, half-life) or binary classification for categorical outcomes (e.g., BBB penetration, CYP inhibition). For this dataset (clearance_microsome_az), we predict log10(clearance) (log10 of the in vitro intrinsic clearance, CLint, in uL/min per mg of human liver microsomal protein, equivalently mL/min/g; values are censored to the assay range of 3 to 150, which is 0.477 to 2.18 on this log10 scale). (1) The drug is Cc1ccc(C)c(OCCCC(C)(C)C(=O)O)c1. The log10(clearance) is 1.47. (2) The drug is Cc1cccc2c(CCNCc3cccc(CCNC[C@H](O)c4ccc(O)c5[nH]c(=O)sc45)c3)c[nH]c12. The log10(clearance) is 1.20. (3) The molecule is O=C(Nc1cc(-c2ccncc2)c[nH]c1=O)[C@H](Cc1ccccc1)NC1(c2ccccn2)CC1. The log10(clearance) is 1.28. (4) The drug is N#Cc1cccc(S(=O)(=O)NC[C@@H](O)CN2CCC(Oc3ccc(Cl)c(Cl)c3)CC2)c1. The log10(clearance) is 0.850. (5) The compound is Oc1nc2c(O)ccc(CCNCCCOCCOCCc3ccccc3)c2s1. The log10(clearance) is 1.32. (6) The log10(clearance) is 0.480. The compound is O=CN(O)CCCP(=O)(O)O.